From a dataset of Full USPTO retrosynthesis dataset with 1.9M reactions from patents (1976-2016). Predict the reactants needed to synthesize the given product. (1) Given the product [CH3:41][O:42][C:43](=[O:52])[CH2:44][C:45]1[CH:50]=[CH:49][C:48]([C:28]2[CH:29]=[CH:30][C:25]([C:3]([CH2:1][CH3:2])([C:6]3[CH:11]=[CH:10][C:9]([C:12]#[C:13][C:14]4([O:19][Si:20]([CH3:22])([CH3:21])[CH3:23])[CH2:18][CH2:17][CH2:16][CH2:15]4)=[C:8]([CH3:24])[CH:7]=3)[CH2:4][CH3:5])=[CH:26][C:27]=2[CH3:40])=[CH:47][N:46]=1, predict the reactants needed to synthesize it. The reactants are: [CH2:1]([C:3]([C:25]1[CH:30]=[CH:29][C:28](B2OC(C)(C)C(C)(C)O2)=[C:27]([CH3:40])[CH:26]=1)([C:6]1[CH:11]=[CH:10][C:9]([C:12]#[C:13][C:14]2([O:19][Si:20]([CH3:23])([CH3:22])[CH3:21])[CH2:18][CH2:17][CH2:16][CH2:15]2)=[C:8]([CH3:24])[CH:7]=1)[CH2:4][CH3:5])[CH3:2].[CH3:41][O:42][C:43](=[O:52])[CH2:44][C:45]1[CH:50]=[CH:49][C:48](Br)=[CH:47][N:46]=1.P([O-])([O-])([O-])=O.[K+].[K+].[K+].[Cl-].[NH4+]. (2) The reactants are: [NH:1]1[C:9]2[C:4](=[CH:5][CH:6]=[CH:7][CH:8]=2)[C:3]([CH:10]2[CH2:15][CH2:14][N:13]([C:16]3[CH:21]=[CH:20][C:19]([C:22]([F:25])([F:24])[F:23])=[CH:18][N:17]=3)[CH2:12][CH2:11]2)=[CH:2]1.[OH-].[Na+].[OH-].C([N+](CCCC)(CCCC)CCCC)CCC.[F:46][C:47]1[CH:54]=[CH:53][C:50]([CH2:51]Br)=[CH:49][CH:48]=1. Given the product [F:46][C:47]1[CH:54]=[CH:53][C:50]([CH2:51][N:1]2[C:9]3[C:4](=[CH:5][CH:6]=[CH:7][CH:8]=3)[C:3]([CH:10]3[CH2:11][CH2:12][N:13]([C:16]4[CH:21]=[CH:20][C:19]([C:22]([F:24])([F:23])[F:25])=[CH:18][N:17]=4)[CH2:14][CH2:15]3)=[CH:2]2)=[CH:49][CH:48]=1, predict the reactants needed to synthesize it. (3) Given the product [Cl:1][C:2]1[CH:7]=[C:6]([Cl:8])[C:5]([O:9][CH3:10])=[CH:4][C:3]=1[NH:11][C:12]1[C:17]([C:18]#[N:19])=[CH:16][N:15]=[C:14]2[C:20]([C:23]3[CH:24]=[CH:25][C:26]([CH2:29][N:32]([CH3:33])[CH3:31])=[CH:27][CH:28]=3)=[CH:21][S:22][C:13]=12, predict the reactants needed to synthesize it. The reactants are: [Cl:1][C:2]1[CH:7]=[C:6]([Cl:8])[C:5]([O:9][CH3:10])=[CH:4][C:3]=1[NH:11][C:12]1[C:17]([C:18]#[N:19])=[CH:16][N:15]=[C:14]2[C:20]([C:23]3[CH:28]=[CH:27][C:26]([CH:29]=O)=[CH:25][CH:24]=3)=[CH:21][S:22][C:13]=12.[CH3:31][NH:32][CH3:33].O1CCCC1.C(O[BH-](OC(=O)C)OC(=O)C)(=O)C.[Na+]. (4) The reactants are: [H-].[Na+].[CH:3]1[CH:8]=[CH:7][C:6]([CH2:9]Br)=[CH:5][CH:4]=1.O.CCO[C:15]([CH3:17])=[O:16]. Given the product [CH2:9]([O:16][CH2:15][C:17]1[CH:7]=[CH:8][CH:3]=[CH:4][CH:5]=1)[C:6]1[CH:7]=[CH:8][CH:3]=[CH:4][CH:5]=1, predict the reactants needed to synthesize it. (5) The reactants are: [NH2:1][C:2]1[C:11]([F:12])=[C:10](F)[C:9]([O:14][CH3:15])=[C:8]2[C:3]=1[C:4](=[O:23])[C:5]([C:20]([OH:22])=[O:21])=[C:6]([CH3:19])[N:7]2[CH:16]1[CH2:18][CH2:17]1.[N:24]1[CH:29]=[CH:28][CH:27]=[CH:26][C:25]=1[NH:30][CH2:31][CH2:32][NH2:33].C(N(CC)CC)C.[NH4+].[Cl-]. Given the product [NH2:1][C:2]1[C:11]([F:12])=[C:10]([NH:33][CH2:32][CH2:31][NH:30][C:25]2[CH:26]=[CH:27][CH:28]=[CH:29][N:24]=2)[C:9]([O:14][CH3:15])=[C:8]2[C:3]=1[C:4](=[O:23])[C:5]([C:20]([OH:22])=[O:21])=[C:6]([CH3:19])[N:7]2[CH:16]1[CH2:17][CH2:18]1, predict the reactants needed to synthesize it.